Task: Predict the product of the given reaction.. Dataset: Forward reaction prediction with 1.9M reactions from USPTO patents (1976-2016) Given the reactants [CH2:1]([N:8]1[C:16]2[C:11](=[C:12]([O:21][CH3:22])[CH:13]=[C:14]3[CH2:20][CH2:19][CH2:18][CH2:17][C:15]3=2)[CH:10]=[C:9]1[CH:23](O)[CH3:24])[C:2]1[CH:7]=[CH:6][CH:5]=[CH:4][CH:3]=1.C(OC(=O)C)(=O)C.N1C=CC=CC=1.C1CC=CCC=1, predict the reaction product. The product is: [CH2:1]([N:8]1[C:16]2[C:11](=[C:12]([O:21][CH3:22])[CH:13]=[C:14]3[CH2:20][CH2:19][CH2:18][CH2:17][C:15]3=2)[CH:10]=[C:9]1[CH2:23][CH3:24])[C:2]1[CH:3]=[CH:4][CH:5]=[CH:6][CH:7]=1.